Dataset: Peptide-MHC class II binding affinity with 134,281 pairs from IEDB. Task: Regression. Given a peptide amino acid sequence and an MHC pseudo amino acid sequence, predict their binding affinity value. This is MHC class II binding data. (1) The peptide sequence is FAEYKSDYVYQPFPK. The MHC is HLA-DQA10101-DQB10501 with pseudo-sequence HLA-DQA10101-DQB10501. The binding affinity (normalized) is 0.199. (2) The peptide sequence is YTKKEAFNVENGNAT. The MHC is DRB1_0701 with pseudo-sequence DRB1_0701. The binding affinity (normalized) is 0.255. (3) The peptide sequence is AAVPAVGAAAGAPAA. The MHC is HLA-DQA10102-DQB10502 with pseudo-sequence HLA-DQA10102-DQB10502. The binding affinity (normalized) is 0.187. (4) The peptide sequence is SPALFLSFLYTLELK. The MHC is DRB1_0401 with pseudo-sequence DRB1_0401. The binding affinity (normalized) is 0.813. (5) The peptide sequence is LVGPTPANIIGRNLLTQIGC. The MHC is DRB1_0405 with pseudo-sequence DRB1_0405. The binding affinity (normalized) is 0.206. (6) The peptide sequence is AAATAGTTVYGAFAM. The MHC is HLA-DPA10103-DPB10601 with pseudo-sequence HLA-DPA10103-DPB10601. The binding affinity (normalized) is 0. (7) The peptide sequence is AAYTAGTTVYGAFAA. The MHC is HLA-DQA10501-DQB10301 with pseudo-sequence HLA-DQA10501-DQB10301. The binding affinity (normalized) is 0.788. (8) The peptide sequence is AAAGLAAAAPLESRQ. The MHC is HLA-DPA10103-DPB10301 with pseudo-sequence HLA-DPA10103-DPB10301. The binding affinity (normalized) is 0.606. (9) The MHC is DRB1_0801 with pseudo-sequence DRB1_0801. The peptide sequence is VIIMDEAHFLDPASIHHHHHH. The binding affinity (normalized) is 0.325.